This data is from Reaction yield outcomes from USPTO patents with 853,638 reactions. The task is: Predict the reaction yield, written as a fraction of the theoretical maximum amount of product (1.0 means a 100% yield; for example, 0.34 means a 34% yield). (1) The reactants are Br[CH2:2][C:3]([NH:5][C:6]1[C:11](Br)=[N:10][C:9]([Br:13])=[CH:8][N:7]=1)=[O:4].Cl.[O:15]1[CH2:20][CH2:19][CH:18]([CH2:21][CH2:22][NH2:23])[CH2:17][CH2:16]1.C(N(C(C)C)CC)(C)C. No catalyst specified. The product is [Br:13][C:9]1[N:10]=[C:11]2[N:23]([CH2:22][CH2:21][CH:18]3[CH2:19][CH2:20][O:15][CH2:16][CH2:17]3)[CH2:2][C:3](=[O:4])[NH:5][C:6]2=[N:7][CH:8]=1. The yield is 0.500. (2) No catalyst specified. The yield is 0.380. The product is [Cl:8][C:7]1[N:6]=[CH:5][C:4]([S:9]([NH:12][C:13]2[CH:22]=[CH:21][C:16]([C:17]([O:19][CH3:20])=[O:18])=[C:15]([OH:23])[CH:14]=2)(=[O:11])=[O:10])=[CH:3][C:2]=1[C:28]1[CH:29]=[CH:30][C:25]([F:24])=[C:26]([CH3:34])[CH:27]=1. The reactants are Br[C:2]1[CH:3]=[C:4]([S:9]([NH:12][C:13]2[CH:22]=[CH:21][C:16]([C:17]([O:19][CH3:20])=[O:18])=[C:15]([OH:23])[CH:14]=2)(=[O:11])=[O:10])[CH:5]=[N:6][C:7]=1[Cl:8].[F:24][C:25]1[CH:30]=[CH:29][C:28](B(O)O)=[CH:27][C:26]=1[CH3:34]. (3) The reactants are [Cl:1][C:2]1[CH:7]=[CH:6][C:5]([CH2:8][C:9]#N)=[CH:4][C:3]=1[F:11].[OH2:12].S(=O)(=O)(O)[OH:14]. The catalyst is C(O)(=O)C. The product is [Cl:1][C:2]1[CH:7]=[CH:6][C:5]([CH2:8][C:9]([OH:14])=[O:12])=[CH:4][C:3]=1[F:11]. The yield is 0.790.